This data is from Reaction yield outcomes from USPTO patents with 853,638 reactions. The task is: Predict the reaction yield, written as a fraction of the theoretical maximum amount of product (1.0 means a 100% yield; for example, 0.34 means a 34% yield). (1) The reactants are [Br:1][C:2]1[CH:7]=[CH:6][C:5]([CH2:8][C@H:9]([NH:13]C(=O)OC(C)(C)C)[CH2:10][CH2:11][OH:12])=[CH:4][CH:3]=1.[ClH:21].O1CCOCC1. No catalyst specified. The product is [ClH:21].[NH2:13][C@@H:9]([CH2:8][C:5]1[CH:4]=[CH:3][C:2]([Br:1])=[CH:7][CH:6]=1)[CH2:10][CH2:11][OH:12]. The yield is 0.940. (2) The reactants are C1(C#C[C:9]2[CH:10]=[C:11]3[C:16](=[CH:17][CH:18]=2)[CH2:15][CH2:14][CH2:13][CH2:12]3)C=CC=CC=1.C([O:22][CH2:23][CH3:24])(=O)C.C[CH2:26][CH2:27][CH2:28][CH2:29][CH2:30][CH3:31].CS(C)=[O:34]. The catalyst is [Pd](Cl)Cl. The product is [C:26]1([C:23](=[O:22])[C:24]([C:18]2[CH:9]=[CH:10][C:11]3[CH2:12][CH2:13][CH2:14][CH2:15][C:16]=3[CH:17]=2)=[O:34])[CH:27]=[CH:28][CH:29]=[CH:30][CH:31]=1. The yield is 0.550. (3) The reactants are C(=O)([O-])[O-].[K+].[K+].[Cl:7][CH2:8][C:9]([CH2:11]Cl)=[CH2:10].[OH:13][C:14]1[CH:19]=[CH:18][C:17]([C:20](=[O:22])C)=[CH:16][C:15]=1[CH2:23][S:24]([C:27]1[CH:32]=[CH:31][CH:30]=[CH:29][CH:28]=1)(=[O:26])=[O:25].Cl.CN(C)[CH:36]=[O:37]. The catalyst is [I-].C([N+](CCCC)(CCCC)CCCC)CCC.CCOCC.O. The product is [Cl:7][CH2:8][C:9](=[CH2:10])[CH2:11][O:13][C:14]1[CH:19]=[CH:18][C:17]([C:20]([O:37][CH3:36])=[O:22])=[CH:16][C:15]=1[CH2:23][S:24]([C:27]1[CH:32]=[CH:31][CH:30]=[CH:29][CH:28]=1)(=[O:26])=[O:25]. The yield is 0.500.